Predict the reactants needed to synthesize the given product. From a dataset of Full USPTO retrosynthesis dataset with 1.9M reactions from patents (1976-2016). Given the product [NH2:33][C:2]1[S:3][C:4]([S:7]([N:10]2[CH2:15][CH2:14][N:13]([C:16]3[N:21]=[CH:20][C:19]([C:22]([OH:31])([C:27]([F:30])([F:29])[F:28])[C:23]([F:26])([F:25])[F:24])=[CH:18][N:17]=3)[C@@H:12]([CH3:32])[CH2:11]2)(=[O:9])=[O:8])=[CH:5][N:6]=1, predict the reactants needed to synthesize it. The reactants are: Cl[C:2]1[S:3][C:4]([S:7]([N:10]2[CH2:15][CH2:14][N:13]([C:16]3[N:21]=[CH:20][C:19]([C:22]([OH:31])([C:27]([F:30])([F:29])[F:28])[C:23]([F:26])([F:25])[F:24])=[CH:18][N:17]=3)[C@@H:12]([CH3:32])[CH2:11]2)(=[O:9])=[O:8])=[CH:5][N:6]=1.[NH4+:33].[OH-].